From a dataset of Reaction yield outcomes from USPTO patents with 853,638 reactions. Predict the reaction yield, written as a fraction of the theoretical maximum amount of product (1.0 means a 100% yield; for example, 0.34 means a 34% yield). (1) The reactants are [Br:1][C:2]1[CH:3]=[CH:4][C:5](F)=[C:6]([N+:8]([O-:10])=[O:9])[CH:7]=1.C([O-])([O-])=O.[Cs+].[Cs+].[SH:18][C:19]1[CH:28]=[CH:27][CH:26]=[CH:25][C:20]=1[C:21]([O:23][CH3:24])=[O:22].O. The catalyst is CN(C=O)C.C(OCC)(=O)C. The product is [CH3:24][O:23][C:21](=[O:22])[C:20]1[CH:25]=[CH:26][CH:27]=[CH:28][C:19]=1[S:18][C:5]1[CH:4]=[CH:3][C:2]([Br:1])=[CH:7][C:6]=1[N+:8]([O-:10])=[O:9]. The yield is 0.980. (2) The reactants are [CH3:1][C:2]1[NH:6][C:5]2[CH:7]=[CH:8][S:9][C:4]=2[C:3]=1[CH2:10][C:11]1[CH:16]=[CH:15][CH:14]=[CH:13][C:12]=1[S:17]([N:20]1[CH2:24][CH2:23][CH2:22][CH2:21]1)(=[O:19])=[O:18].C(=O)([O-])[O-].[Cs+].[Cs+].Br[CH2:32][C:33]([O:35][CH2:36][CH3:37])=[O:34].O. The catalyst is CN(C=O)C.[I-].C([N+](CCCC)(CCCC)CCCC)CCC.CCOC(C)=O. The product is [CH3:1][C:2]1[N:6]([CH2:32][C:33]([O:35][CH2:36][CH3:37])=[O:34])[C:5]2[CH:7]=[CH:8][S:9][C:4]=2[C:3]=1[CH2:10][C:11]1[CH:16]=[CH:15][CH:14]=[CH:13][C:12]=1[S:17]([N:20]1[CH2:24][CH2:23][CH2:22][CH2:21]1)(=[O:18])=[O:19]. The yield is 0.760.